From a dataset of Full USPTO retrosynthesis dataset with 1.9M reactions from patents (1976-2016). Predict the reactants needed to synthesize the given product. Given the product [CH2:2]([NH:4][C:12](=[O:37])[CH2:13][CH2:14][C@H:15]([NH:11][CH3:10])[CH2:16][O:17][C:18]([C:31]1[CH:36]=[CH:35][CH:34]=[CH:33][CH:32]=1)([C:19]1[CH:20]=[CH:21][CH:22]=[CH:23][CH:24]=1)[C:25]1[CH:30]=[CH:29][CH:28]=[CH:27][CH:26]=1)[CH3:3], predict the reactants needed to synthesize it. The reactants are: Cl.[CH2:2]([NH2:4])[CH3:3].C([Li])CCC.[CH3:10][N:11]1[C@H:15]([CH2:16][O:17][C:18]([C:31]2[CH:36]=[CH:35][CH:34]=[CH:33][CH:32]=2)([C:25]2[CH:30]=[CH:29][CH:28]=[CH:27][CH:26]=2)[C:19]2[CH:24]=[CH:23][CH:22]=[CH:21][CH:20]=2)[CH2:14][CH2:13][C:12]1=[O:37].[Cl-].[NH4+].OS([O-])(=O)=O.[K+].